From a dataset of Reaction yield outcomes from USPTO patents with 853,638 reactions. Predict the reaction yield, written as a fraction of the theoretical maximum amount of product (1.0 means a 100% yield; for example, 0.34 means a 34% yield). (1) The reactants are Br[C:2]1[CH:10]=[C:9]2[C:5](/[C:6](=[CH:12]/[C:13]3[CH:18]=[CH:17][CH:16]=[CH:15][N:14]=3)/[C:7](=[O:11])[NH:8]2)=[CH:4][CH:3]=1.[CH3:19][O:20][C:21]1[CH:26]=[C:25](B2OC(C)(C)C(C)(C)O2)[CH:24]=[CH:23][C:22]=1[OH:36].[F-].[Cs+]. The catalyst is COCCOC.CO.C1C=CC([P]([Pd]([P](C2C=CC=CC=2)(C2C=CC=CC=2)C2C=CC=CC=2)([P](C2C=CC=CC=2)(C2C=CC=CC=2)C2C=CC=CC=2)[P](C2C=CC=CC=2)(C2C=CC=CC=2)C2C=CC=CC=2)(C2C=CC=CC=2)C2C=CC=CC=2)=CC=1. The product is [OH:36][C:22]1[CH:23]=[CH:24][C:25]([C:2]2[CH:10]=[C:9]3[C:5](/[C:6](=[CH:12]/[C:13]4[CH:18]=[CH:17][CH:16]=[CH:15][N:14]=4)/[C:7](=[O:11])[NH:8]3)=[CH:4][CH:3]=2)=[CH:26][C:21]=1[O:20][CH3:19]. The yield is 0.180. (2) The reactants are [O:1]1[CH2:6][CH2:5][N:4]([C:7]2[S:8][N:9]=[C:10]3[CH:15]=[C:14](Br)[CH:13]=[N:12][C:11]=23)[CH2:3][CH2:2]1.[O:17]1[CH:21]=[CH:20][C:19](B(O)O)=[CH:18]1.C([O-])([O-])=O.[K+].[K+]. The catalyst is C1C=CC([P]([Pd]([P](C2C=CC=CC=2)(C2C=CC=CC=2)C2C=CC=CC=2)([P](C2C=CC=CC=2)(C2C=CC=CC=2)C2C=CC=CC=2)[P](C2C=CC=CC=2)(C2C=CC=CC=2)C2C=CC=CC=2)(C2C=CC=CC=2)C2C=CC=CC=2)=CC=1. The product is [O:17]1[CH:21]=[CH:20][C:19]([C:14]2[CH:13]=[N:12][C:11]3=[C:7]([N:4]4[CH2:5][CH2:6][O:1][CH2:2][CH2:3]4)[S:8][N:9]=[C:10]3[CH:15]=2)=[CH:18]1. The yield is 0.510. (3) The reactants are [H-].[H-].[H-].[H-].[Li+].[Al+3].[Al+3].[Cl-].[Cl-].[Cl-].[CH:11]1([C:17]2([CH2:34][O:35][CH3:36])[CH2:22][O:21][C:20]3([CH2:33][CH2:32][CH2:31][CH2:30][CH2:29][CH2:28][CH2:27][CH2:26][CH2:25][CH2:24][CH2:23]3)[O:19][CH2:18]2)[CH2:16][CH2:15][CH2:14][CH2:13][CH2:12]1.[OH-].[Na+].S([O-])([O-])(=O)=O.[Na+].[Na+]. The catalyst is CCCCCC.C(OCC)(=O)C.C(N(CC)CC)C.O.C(OCC)C. The product is [CH:11]1([C:17]([CH2:34][O:35][CH3:36])([CH2:18][O:19][CH:20]2[CH2:23][CH2:24][CH2:25][CH2:26][CH2:27][CH2:28][CH2:29][CH2:30][CH2:31][CH2:32][CH2:33]2)[CH2:22][OH:21])[CH2:12][CH2:13][CH2:14][CH2:15][CH2:16]1. The yield is 0.530. (4) The reactants are [NH2:1][C@@H:2]([CH2:33][C:34]1[CH:39]=[CH:38][CH:37]=[CH:36][CH:35]=1)[C@@H:3]([OH:32])[CH2:4][C@@H:5]([NH:19][C:20]([C@@H:22]([NH:27][C:28](=[O:31])[O:29][CH3:30])[C:23]([CH3:26])([CH3:25])[CH3:24])=[O:21])[CH2:6][C:7]1[CH:12]=[CH:11][C:10]([C:13]2[CH:18]=[CH:17][CH:16]=[CH:15][N:14]=2)=[CH:9][CH:8]=1.[CH3:40][C@@H:41]([CH2:58][CH3:59])[C@H:42]([NH:46][C:47]([N:49]([CH3:57])[CH2:50][C:51]1[N:52]=[C:53]([CH3:56])[S:54][CH:55]=1)=[O:48])[C:43](O)=[O:44].CCOP(ON1N=NC2C=CC=CC=2C1=O)(OCC)=O.C(N(CC)C(C)C)(C)C. The catalyst is C1COCC1. The product is [CH2:33]([C@H:2]([NH:1][C:43](=[O:44])[C@H:42]([CH:41]([CH2:58][CH3:59])[CH3:40])[NH:46][C:47](=[O:48])[N:49]([CH3:57])[CH2:50][C:51]1[N:52]=[C:53]([CH3:56])[S:54][CH:55]=1)[C@@H:3]([OH:32])[CH2:4][C@H:5]([CH2:6][C:7]1[CH:12]=[CH:11][C:10]([C:13]2[CH:18]=[CH:17][CH:16]=[CH:15][N:14]=2)=[CH:9][CH:8]=1)[NH:19][C:20](=[O:21])[C@@H:22]([NH:27][C:28](=[O:31])[O:29][CH3:30])[C:23]([CH3:26])([CH3:25])[CH3:24])[C:34]1[CH:35]=[CH:36][CH:37]=[CH:38][CH:39]=1. The yield is 0.780. (5) The reactants are [CH:1]1([C:4]([C:6]2[CH:16]=[CH:15][C:9]([C:10]([O:12]CC)=[O:11])=[CH:8][CH:7]=2)=[O:5])[CH2:3][CH2:2]1.[BH4-].[Na+].[OH-].[Na+].O1CCOCC1. The catalyst is C(O)C. The product is [CH:1]1([CH:4]([OH:5])[C:6]2[CH:16]=[CH:15][C:9]([C:10]([OH:12])=[O:11])=[CH:8][CH:7]=2)[CH2:3][CH2:2]1. The yield is 0.850. (6) The reactants are [O:1]([C:8]1[CH:13]=[CH:12][C:11]([C:14]2[C:15]([NH:21][CH2:22][CH:23]3[CH2:28][CH2:27][NH:26][CH2:25][CH2:24]3)=[N:16][CH:17]=[N:18][C:19]=2[NH2:20])=[CH:10][CH:9]=1)[C:2]1[CH:7]=[CH:6][CH:5]=[CH:4][CH:3]=1.[Cl:29][C:30]1[CH:35]=[CH:34][CH:33]=[C:32](Cl)[N:31]=1. No catalyst specified. The product is [Cl:29][C:30]1[N:31]=[C:32]([N:26]2[CH2:27][CH2:28][CH:23]([CH2:22][NH:21][C:15]3[C:14]([C:11]4[CH:12]=[CH:13][C:8]([O:1][C:2]5[CH:7]=[CH:6][CH:5]=[CH:4][CH:3]=5)=[CH:9][CH:10]=4)=[C:19]([NH2:20])[N:18]=[CH:17][N:16]=3)[CH2:24][CH2:25]2)[CH:33]=[CH:34][CH:35]=1. The yield is 0.250. (7) The reactants are [Cl-].O[NH3+:3].[C:4](=[O:7])([O-])[OH:5].[Na+].CS(C)=O.[OH:13][C:14]1([CH2:18][O:19][C@H:20]2[CH2:25][CH2:24][C@H:23]([N:26]3[C:31](=[O:32])[C:30]([CH2:33][C:34]4[CH:39]=[CH:38][C:37]([C:40]5[C:41]([C:46]#[N:47])=[CH:42][CH:43]=[CH:44][CH:45]=5)=[CH:36][CH:35]=4)=[C:29]([CH2:48][CH2:49][CH3:50])[N:28]4[N:51]=[C:52]([CH3:54])[N:53]=[C:27]34)[CH2:22][CH2:21]2)[CH2:17][CH2:16][CH2:15]1. The catalyst is O.C(OCC)(=O)C. The product is [OH:13][C:14]1([CH2:18][O:19][C@H:20]2[CH2:21][CH2:22][C@H:23]([N:26]3[C:31](=[O:32])[C:30]([CH2:33][C:34]4[CH:35]=[CH:36][C:37]([C:40]5[CH:45]=[CH:44][CH:43]=[CH:42][C:41]=5[C:46]5[NH:3][C:4](=[O:7])[O:5][N:47]=5)=[CH:38][CH:39]=4)=[C:29]([CH2:48][CH2:49][CH3:50])[N:28]4[N:51]=[C:52]([CH3:54])[N:53]=[C:27]34)[CH2:24][CH2:25]2)[CH2:17][CH2:16][CH2:15]1. The yield is 0.320. (8) The reactants are [CH2:1]1COCC1.[C:6]1([C:12]2[NH:13][C:14]3[C:19]([CH:20]=2)=[CH:18][CH:17]=[CH:16][CH:15]=3)[CH:11]=[CH:10][CH:9]=[CH:8][CH:7]=1.[H-].[Na+].CI. The catalyst is O. The product is [CH3:1][N:13]1[C:14]2[C:19](=[CH:18][CH:17]=[CH:16][CH:15]=2)[CH:20]=[C:12]1[C:6]1[CH:11]=[CH:10][CH:9]=[CH:8][CH:7]=1. The yield is 0.790. (9) The reactants are Cl[C:2]1[C:11]([C:12]([OH:14])=[O:13])=[CH:10][C:9]2[C:4](=[CH:5][CH:6]=[C:7]([Cl:15])[CH:8]=2)[N:3]=1.[CH2:16]([O:23][CH2:24][C@H:25]([C:27]([OH:29])=[O:28])[NH2:26])[C:17]1[CH:22]=[CH:21][CH:20]=[CH:19][CH:18]=1. No catalyst specified. The product is [CH2:16]([O:23][CH2:24][C@@H:25]([NH:26][C:2]1[C:11]([C:12]([OH:14])=[O:13])=[CH:10][C:9]2[C:4](=[CH:5][CH:6]=[C:7]([Cl:15])[CH:8]=2)[N:3]=1)[C:27]([OH:29])=[O:28])[C:17]1[CH:22]=[CH:21][CH:20]=[CH:19][CH:18]=1. The yield is 0.340. (10) The reactants are C([Si](C)(C)[O:6][C:7]1[CH:12]=[CH:11][C:10]([CH:13]([C:15]2[CH:20]=[CH:19][N:18]=[CH:17][C:16]=2[F:21])O)=[CH:9][C:8]=1[O:22][CH3:23])(C)(C)C. The catalyst is CO.OS(O)(=O)=O.[Pd]. The product is [F:21][C:16]1[CH:17]=[N:18][CH:19]=[CH:20][C:15]=1[CH2:13][C:10]1[CH:11]=[CH:12][C:7]([OH:6])=[C:8]([O:22][CH3:23])[CH:9]=1. The yield is 0.710.